From a dataset of Forward reaction prediction with 1.9M reactions from USPTO patents (1976-2016). Predict the product of the given reaction. (1) Given the reactants Br[C:2]1[C:7]([NH:8][S:9]([C:12]2[CH:17]=[CH:16][C:15]([CH2:18][CH3:19])=[C:14]([C:20]([F:23])([F:22])[F:21])[CH:13]=2)(=[O:11])=[O:10])=[CH:6][C:5]([Cl:24])=[CH:4][N:3]=1.[NH:25]1[C:29]2[N:30]=[CH:31][CH:32]=[C:33](B(O)O)[C:28]=2[CH:27]=[CH:26]1.[C:37](=O)([O-])[O-:38].[K+].[K+].[C]=O, predict the reaction product. The product is: [Cl:24][C:5]1[CH:6]=[C:7]([NH:8][S:9]([C:12]2[CH:17]=[CH:16][C:15]([CH2:18][CH3:19])=[C:14]([C:20]([F:23])([F:22])[F:21])[CH:13]=2)(=[O:11])=[O:10])[C:2]([C:37]([C:33]2[C:28]3[CH:27]=[CH:26][NH:25][C:29]=3[N:30]=[CH:31][CH:32]=2)=[O:38])=[N:3][CH:4]=1. (2) Given the reactants [ClH:1].Cl.[NH2:3][CH:4]1[CH2:9][CH2:8][N:7]([CH2:10][CH2:11][N:12]2[C:21]3[C:16](=[CH:17][CH:18]=[C:19]([F:22])[CH:20]=3)[N:15]=[CH:14][C:13]2=[O:23])[CH2:6][CH2:5]1.[O:24]=[C:25]1[CH2:30][S:29][C:28]2[CH:31]=[CH:32][C:33]([CH:35]=O)=[N:34][C:27]=2[NH:26]1.C(O[BH-](OC(=O)C)OC(=O)C)(=O)C.[Na+].C(=O)([O-])[O-].[Na+].[Na+], predict the reaction product. The product is: [ClH:1].[ClH:1].[F:22][C:19]1[CH:20]=[C:21]2[C:16]([N:15]=[CH:14][C:13](=[O:23])[N:12]2[CH2:11][CH2:10][N:7]2[CH2:6][CH2:5][CH:4]([NH:3][CH2:35][C:33]3[CH:32]=[CH:31][C:28]4[S:29][CH2:30][C:25](=[O:24])[NH:26][C:27]=4[N:34]=3)[CH2:9][CH2:8]2)=[CH:17][CH:18]=1. (3) Given the reactants [F:1][C:2]1[C:12](=[O:13])[N:11]([CH3:14])[C:5]2[N:6]=[CH:7][NH:8][C:9](=[O:10])[C:4]=2[C:3]=1[NH:15][C:16]1[CH:21]=[CH:20][C:19]([I:22])=[CH:18][C:17]=1[F:23].[I-].[K+].C(=O)([O-])[O-].[Cs+].[Cs+].Br[CH2:33][CH2:34][OH:35], predict the reaction product. The product is: [F:1][C:2]1[C:12](=[O:13])[N:11]([CH3:14])[C:5]2[N:6]=[CH:7][N:8]([CH2:33][CH2:34][OH:35])[C:9](=[O:10])[C:4]=2[C:3]=1[NH:15][C:16]1[CH:21]=[CH:20][C:19]([I:22])=[CH:18][C:17]=1[F:23].